Dataset: Catalyst prediction with 721,799 reactions and 888 catalyst types from USPTO. Task: Predict which catalyst facilitates the given reaction. (1) Product: [CH3:4][C:3]1([CH3:6])[O:5][C:20]([NH2:19])=[N:1][C@@H:2]1[C:7]1[CH:12]=[CH:11][CH:10]=[CH:9][CH:8]=1. The catalyst class is: 1. Reactant: [NH2:1][C@H:2]([C:7]1[CH:12]=[CH:11][CH:10]=[CH:9][CH:8]=1)[C:3]([CH3:6])([OH:5])[CH3:4].C([O-])([O-])=O.[K+].[K+].[N:19]#[C:20]Br. (2) Reactant: Br[CH2:2][CH2:3][C@@:4]([CH3:14])([S:10]([CH3:13])(=[O:12])=[O:11])[C:5]([O:7][CH2:8][CH3:9])=[O:6].[N-:15]=[N+:16]=[N-:17].[Na+]. Product: [N:15]([CH2:2][CH2:3][C@@:4]([CH3:14])([S:10]([CH3:13])(=[O:12])=[O:11])[C:5]([O:7][CH2:8][CH3:9])=[O:6])=[N+:16]=[N-:17]. The catalyst class is: 197.